Dataset: Full USPTO retrosynthesis dataset with 1.9M reactions from patents (1976-2016). Task: Predict the reactants needed to synthesize the given product. (1) Given the product [CH3:1][CH:13]1[C:14]2[C:19](=[CH:18][CH:17]=[CH:16][CH:15]=2)[CH:20]=[C:12]1[C:6]1[CH:7]=[CH:8][CH:9]=[CH:10][CH:11]=1, predict the reactants needed to synthesize it. The reactants are: [CH2:1]([Li])CCC.[C:6]1([C:12]2[CH2:13][C:14]3[C:19]([CH:20]=2)=[CH:18][CH:17]=[CH:16][CH:15]=3)[CH:11]=[CH:10][CH:9]=[CH:8][CH:7]=1.CI. (2) The reactants are: Cl[C:2]1[C:11]2[C:6](=[CH:7][C:8]([O:14][CH2:15][CH2:16][CH2:17][N:18]3[CH2:23][CH2:22][CH2:21][CH2:20][CH2:19]3)=[C:9]([O:12][CH3:13])[CH:10]=2)[N:5]=[CH:4][N:3]=1.C(=O)([O-])[O-].[K+].[K+].[OH:30][C:31]1[CH:32]=[CH:33][C:34]2[NH:35][C:36]3[C:41]([C:42]=2[CH:43]=1)=[CH:40][CH:39]=[CH:38][CH:37]=3. Given the product [CH:33]1[C:34]2[NH:35][C:36]3[C:41](=[CH:40][CH:39]=[CH:38][CH:37]=3)[C:42]=2[CH:43]=[C:31]([O:30][C:2]2[C:11]3[C:6](=[CH:7][C:8]([O:14][CH2:15][CH2:16][CH2:17][N:18]4[CH2:23][CH2:22][CH2:21][CH2:20][CH2:19]4)=[C:9]([O:12][CH3:13])[CH:10]=3)[N:5]=[CH:4][N:3]=2)[CH:32]=1, predict the reactants needed to synthesize it. (3) The reactants are: I[C:2]1[CH:3]=[C:4]2[C:9](=[CH:10][CH:11]=1)[C@H:8]([CH2:12][N:13]1[CH2:16][CH:15]([OH:17])[CH2:14]1)[CH2:7][CH2:6][CH2:5]2.C1(P(C2C=CC=CC=2)C2C3OC4C(=CC=CC=4P(C4C=CC=CC=4)C4C=CC=CC=4)C(C)(C)C=3C=CC=2)C=CC=CC=1.C(N(C(C)C)CC)(C)C.[F:69][C:70]1[CH:71]=[C:72]([SH:76])[CH:73]=[CH:74][CH:75]=1. Given the product [NH4+:13].[OH-:17].[F:69][C:70]1[CH:71]=[C:72]([S:76][C:2]2[CH:3]=[C:4]3[C:9](=[CH:10][CH:11]=2)[C@H:8]([CH2:12][N:13]2[CH2:16][CH:15]([OH:17])[CH2:14]2)[CH2:7][CH2:6][CH2:5]3)[CH:73]=[CH:74][CH:75]=1, predict the reactants needed to synthesize it. (4) Given the product [CH:8]1([NH:11][C:12]2[N:17]3[N:18]=[CH:19][C:20](/[CH:21]=[C:22]4/[C:23](=[O:28])[NH:24][C:25](=[O:27])[NH:26]/4)=[C:16]3[N:15]=[C:14]([NH:36][CH2:35][CH:32]3[CH2:34][CH2:33]3)[N:13]=2)[CH2:10][CH2:9]1, predict the reactants needed to synthesize it. The reactants are: N1CC(=O)NC1=O.[CH:8]1([NH:11][C:12]2[N:17]3[N:18]=[CH:19][C:20](/[CH:21]=[C:22]4/[C:23](=[O:28])[NH:24][C:25](=[O:27])[NH:26]/4)=[C:16]3[N:15]=[C:14](S(C)=O)[N:13]=2)[CH2:10][CH2:9]1.[CH:32]1([CH2:35][NH2:36])[CH2:34][CH2:33]1.O. (5) Given the product [CH3:8][C:6]1[CH:7]=[C:2]([C:9]2[CH:14]=[CH:13][CH:12]=[CH:11][CH:10]=2)[N:3]=[CH:4][N:5]=1, predict the reactants needed to synthesize it. The reactants are: Cl[C:2]1[CH:7]=[C:6]([CH3:8])[N:5]=[CH:4][N:3]=1.[C:9]1(B(O)O)[CH:14]=[CH:13][CH:12]=[CH:11][CH:10]=1.C(=O)([O-])[O-].[Na+].[Na+]. (6) Given the product [Cl:40][C:34]1[C:33]([CH3:41])=[C:32]([NH:31][C@@H:10]([C:11]2[O:12][C:13]([C:16]3[CH:17]=[CH:18][C:19]([CH2:22][OH:23])=[CH:20][CH:21]=3)=[N:14][N:15]=2)[C@@H:9]([OH:8])[CH3:42])[CH:39]=[CH:38][C:35]=1[C:36]#[N:37], predict the reactants needed to synthesize it. The reactants are: [Si]([O:8][C@@H:9]([CH3:42])[C@@H:10]([NH:31][C:32]1[CH:39]=[CH:38][C:35]([C:36]#[N:37])=[C:34]([Cl:40])[C:33]=1[CH3:41])[C:11]1[O:12][C:13]([C:16]2[CH:21]=[CH:20][C:19]([CH2:22][O:23][Si](C(C)(C)C)(C)C)=[CH:18][CH:17]=2)=[N:14][N:15]=1)(C(C)(C)C)(C)C.CCCC[N+](CCCC)(CCCC)CCCC.[F-]. (7) The reactants are: [NH2:1][C:2]1([C:8]([OH:10])=[O:9])[CH2:5][C:4]([F:7])([F:6])[CH2:3]1.C([O-])(O)=O.[Na+:15].[CH3:16][C:17]([O:20][C:21](O[C:21]([O:20][C:17]([CH3:19])([CH3:18])[CH3:16])=[O:22])=[O:22])([CH3:19])[CH3:18]. Given the product [C:17]([O:20][C:21]([NH:1][C:2]1([C:8]([O-:10])=[O:9])[CH2:5][C:4]([F:7])([F:6])[CH2:3]1)=[O:22])([CH3:19])([CH3:18])[CH3:16].[Na+:15], predict the reactants needed to synthesize it. (8) The reactants are: O[CH:2]1[CH2:7][CH2:6][N:5]([C:8]([O:10][C:11]([CH3:14])([CH3:13])[CH3:12])=[O:9])[CH2:4][CH2:3]1.Br[C:16]1[CH:21]=[CH:20][C:19]([S:22]([NH:25][CH3:26])(=[O:24])=[O:23])=[CH:18][CH:17]=1. Given the product [CH3:26][NH:25][S:22]([C:19]1[CH:18]=[CH:17][C:16]([CH:2]2[CH2:7][CH2:6][N:5]([C:8]([O:10][C:11]([CH3:14])([CH3:13])[CH3:12])=[O:9])[CH2:4][CH2:3]2)=[CH:21][CH:20]=1)(=[O:23])=[O:24], predict the reactants needed to synthesize it. (9) Given the product [C:25]1([O:24][C:22](=[O:23])[NH:11][C:10]2[CH:12]=[CH:13][C:7]([CH2:6][N:1]3[CH:5]=[CH:4][CH:3]=[N:2]3)=[CH:8][CH:9]=2)[CH:30]=[CH:29][CH:28]=[CH:27][CH:26]=1, predict the reactants needed to synthesize it. The reactants are: [N:1]1([CH2:6][C:7]2[CH:13]=[CH:12][C:10]([NH2:11])=[CH:9][CH:8]=2)[CH:5]=[CH:4][CH:3]=[N:2]1.C(N(CC)CC)C.Cl[C:22]([O:24][C:25]1[CH:30]=[CH:29][CH:28]=[CH:27][CH:26]=1)=[O:23].C(OCC)(=O)C.